Dataset: Forward reaction prediction with 1.9M reactions from USPTO patents (1976-2016). Task: Predict the product of the given reaction. (1) The product is: [Cl:28][C:29]1[C:30]([O:38][CH3:39])=[N:31][CH:32]=[CH:33][C:34]=1[C:11]1[NH:12][C:13]2[C:9]([CH:10]=1)=[CH:8][C:7]([C:6]1[N:2]([CH3:1])[N:3]=[C:4]([C:24]([F:27])([F:26])[F:25])[CH:5]=1)=[CH:15][CH:14]=2. Given the reactants [CH3:1][N:2]1[C:6]([C:7]2[CH:8]=[C:9]3[C:13](=[CH:14][CH:15]=2)[NH:12][C:11](OS(C(F)(F)F)(=O)=O)=[CH:10]3)=[CH:5][C:4]([C:24]([F:27])([F:26])[F:25])=[N:3]1.[Cl:28][C:29]1[C:30]([O:38][CH3:39])=[N:31][CH:32]=[CH:33][C:34]=1B(O)O, predict the reaction product. (2) The product is: [Cl:1][C:2]1[CH:3]=[CH:4][C:5]([C:28]([F:31])([F:30])[F:29])=[C:6]([CH:27]=1)[CH2:7][N:8]1[CH2:13][CH2:12][NH:11][C:10]2[N:14]=[CH:15][C:16]([C:18]3[CH:19]=[CH:20][C:21]([C:22]([NH:40][CH2:32][CH2:33][C:34]4[CH:39]=[CH:38][CH:37]=[CH:36][CH:35]=4)=[O:24])=[CH:25][CH:26]=3)=[CH:17][C:9]1=2. Given the reactants [Cl:1][C:2]1[CH:3]=[CH:4][C:5]([C:28]([F:31])([F:30])[F:29])=[C:6]([CH:27]=1)[CH2:7][N:8]1[CH2:13][CH2:12][NH:11][C:10]2[N:14]=[CH:15][C:16]([C:18]3[CH:26]=[CH:25][C:21]([C:22]([OH:24])=O)=[CH:20][CH:19]=3)=[CH:17][C:9]1=2.[CH2:32]([NH2:40])[CH2:33][C:34]1[CH:39]=[CH:38][CH:37]=[CH:36][CH:35]=1, predict the reaction product. (3) The product is: [Cl:27][CH:7]=[C:6]([C:8]1[CH:13]=[CH:12][CH:11]=[CH:10][N:9]=1)[O:5][Si:4]([CH:1]([CH3:2])[CH3:3])([CH:14]([CH3:16])[CH3:15])[CH:17]([CH3:19])[CH3:18]. Given the reactants [CH:1]([Si:4]([CH:17]([CH3:19])[CH3:18])([CH:14]([CH3:16])[CH3:15])[O:5][C:6]([C:8]1[CH:13]=[CH:12][CH:11]=[CH:10][N:9]=1)=[CH2:7])([CH3:3])[CH3:2].C1C(=O)N([Cl:27])C(=O)C1.CCOCC, predict the reaction product. (4) Given the reactants [NH:1]1[C:5]2[CH:6]=[CH:7][CH:8]=[CH:9][C:4]=2[N:3]=[C:2]1[C:10]1[C:11]([NH:15][CH2:16][CH2:17][C:18]#[N:19])=[N:12][O:13][N:14]=1.C(=O)([O-])[O-].[K+].[K+].[CH2:26]([O:33][C:34](=[O:46])[NH:35][C:36]1[CH:41]=[CH:40][C:39]([C:42](=[O:45])[CH2:43]Br)=[CH:38][CH:37]=1)[C:27]1[CH:32]=[CH:31][CH:30]=[CH:29][CH:28]=1.O, predict the reaction product. The product is: [CH2:26]([O:33][C:34](=[O:46])[NH:35][C:36]1[CH:37]=[CH:38][C:39]([C:42](=[O:45])[CH2:43][N:3]2[C:4]3[CH:9]=[CH:8][CH:7]=[CH:6][C:5]=3[N:1]=[C:2]2[C:10]2[C:11]([NH:15][CH2:16][CH2:17][C:18]#[N:19])=[N:12][O:13][N:14]=2)=[CH:40][CH:41]=1)[C:27]1[CH:28]=[CH:29][CH:30]=[CH:31][CH:32]=1. (5) Given the reactants [F:1][C:2]1[C:3]([CH3:10])=[C:4]([CH:7]=[CH:8][CH:9]=1)[CH:5]=O.[CH3:11][C:12]([C:14]1[CH:19]=[CH:18][CH:17]=[C:16]([O:20][CH3:21])[CH:15]=1)=[O:13], predict the reaction product. The product is: [F:1][C:2]1[C:3]([CH3:10])=[C:4](/[CH:5]=[CH:11]/[C:12]([C:14]2[CH:19]=[CH:18][CH:17]=[C:16]([O:20][CH3:21])[CH:15]=2)=[O:13])[CH:7]=[CH:8][CH:9]=1. (6) Given the reactants [CH2:1]([O:3][C:4](=[O:17])[C:5]#[C:6][C:7]1[C:16]2[C:11](=[CH:12][CH:13]=[CH:14][CH:15]=2)[CH:10]=[CH:9][CH:8]=1)[CH3:2].[C:18]([O:22][C:23]([N:25]1[C:34]2[C:29](=[CH:30][CH:31]=[C:32]([CH2:35][CH2:36][O:37][C:38]3[CH:39]=[C:40]4[C:44](=[CH:45][CH:46]=3)[NH:43][CH:42]=[CH:41]4)[N:33]=2)[CH2:28][CH2:27][CH2:26]1)=[O:24])([CH3:21])([CH3:20])[CH3:19], predict the reaction product. The product is: [C:18]([O:22][C:23]([N:25]1[C:34]2[C:29](=[CH:30][CH:31]=[C:32]([CH2:35][CH2:36][O:37][C:38]3[CH:39]=[C:40]4[C:44](=[CH:45][CH:46]=3)[N:43]([C:6]([C:7]3[C:16]5[C:11](=[CH:12][CH:13]=[CH:14][CH:15]=5)[CH:10]=[CH:9][CH:8]=3)=[CH:5][C:4]([O:3][CH2:1][CH3:2])=[O:17])[CH:42]=[CH:41]4)[N:33]=2)[CH2:28][CH2:27][CH2:26]1)=[O:24])([CH3:21])([CH3:19])[CH3:20]. (7) Given the reactants [Cl:1][C:2]1[C:23]([C:24]([F:27])([F:26])[F:25])=[CH:22][CH:21]=[CH:20][C:3]=1[CH2:4][NH:5][CH2:6][CH:7]([C:14]1[CH:19]=[CH:18][CH:17]=[CH:16][CH:15]=1)[C:8]1[CH:13]=[CH:12][CH:11]=[CH:10][CH:9]=1.[Br:28][CH2:29][CH2:30][CH2:31]Br.C(=O)([O-])[O-].[K+].[K+], predict the reaction product. The product is: [Br:28][CH2:29][CH2:30][CH2:31][N:5]([CH2:4][C:3]1[CH:20]=[CH:21][CH:22]=[C:23]([C:24]([F:25])([F:26])[F:27])[C:2]=1[Cl:1])[CH2:6][CH:7]([C:14]1[CH:19]=[CH:18][CH:17]=[CH:16][CH:15]=1)[C:8]1[CH:13]=[CH:12][CH:11]=[CH:10][CH:9]=1. (8) Given the reactants [Cl:1][C:2]1[CH:3]=[C:4]([C@@H:12]([CH2:31][CH:32]2[CH2:36][CH2:35][CH2:34][CH2:33]2)[C:13]([NH:15][C:16]2[CH:20]=[CH:19][N:18]([CH2:21][C:22]3[CH:30]=[CH:29][C:25]([C:26]([OH:28])=O)=[CH:24][CH:23]=3)[N:17]=2)=[O:14])[CH:5]=[CH:6][C:7]=1[S:8]([CH3:11])(=[O:10])=[O:9].C(Cl)(=O)C(Cl)=O.N1C(C)=CC=CC=1C.[CH3:51][O:52][CH2:53][CH2:54][CH2:55][NH2:56], predict the reaction product. The product is: [Cl:1][C:2]1[CH:3]=[C:4]([C@@H:12]([CH2:31][CH:32]2[CH2:33][CH2:34][CH2:35][CH2:36]2)[C:13]([NH:15][C:16]2[CH:20]=[CH:19][N:18]([CH2:21][C:22]3[CH:23]=[CH:24][C:25]([C:26]([NH:56][CH2:55][CH2:54][CH2:53][O:52][CH3:51])=[O:28])=[CH:29][CH:30]=3)[N:17]=2)=[O:14])[CH:5]=[CH:6][C:7]=1[S:8]([CH3:11])(=[O:10])=[O:9]. (9) Given the reactants C([O:4][CH:5]1[CH2:10][CH2:9][N:8]([C:11]2[CH:16]=[CH:15][C:14]([C:17]3[C:25]4[C:20](=[CH:21][C:22]([C@H:26]5[C@@:28]6([C:36]7[C:31](=[CH:32][CH:33]=[C:34]([O:37][CH3:38])[CH:35]=7)[NH:30][C:29]6=[O:39])[CH2:27]5)=[CH:23][CH:24]=4)[NH:19][N:18]=3)=[CH:13][N:12]=2)[CH2:7][CH2:6]1)(=O)C.[NH4+].[OH-], predict the reaction product. The product is: [OH:4][CH:5]1[CH2:10][CH2:9][N:8]([C:11]2[N:12]=[CH:13][C:14]([C:17]3[C:25]4[C:20](=[CH:21][C:22]([C@H:26]5[C@@:28]6([C:36]7[C:31](=[CH:32][CH:33]=[C:34]([O:37][CH3:38])[CH:35]=7)[NH:30][C:29]6=[O:39])[CH2:27]5)=[CH:23][CH:24]=4)[NH:19][N:18]=3)=[CH:15][CH:16]=2)[CH2:7][CH2:6]1.